From a dataset of Full USPTO retrosynthesis dataset with 1.9M reactions from patents (1976-2016). Predict the reactants needed to synthesize the given product. (1) Given the product [OH:27][C:24]1[C:25]([OH:26])=[CH:17][C:18]2[C:19](=[O:21])[CH2:20][C:14]3[CH:15]=[CH:10][CH:11]=[CH:12][C:13]=3[O:28][C:22]=2[CH:23]=1, predict the reactants needed to synthesize it. The reactants are: BrC1C=CC=CC=1O.C[C:10]1[C:15]2O[C:17]3[C:25]([OH:26])=[C:24]([OH:27])[CH:23]=[C:22]([OH:28])[C:18]=3[C:19](=[O:21])[CH2:20][C:14]=2[CH:13]=[CH:12][CH:11]=1. (2) Given the product [OH:2][C:1]1[CH:8]=[CH:7][CH:6]=[CH:5][C:3]=1[O:4][CH2:12][CH2:13][CH2:14][C:15]([O:17][CH2:18][CH3:19])=[O:16], predict the reactants needed to synthesize it. The reactants are: [C:1]1([C:3](=[CH:5][CH:6]=[CH:7][CH:8]=1)[OH:4])[OH:2].[H-].[Na+].Br[CH2:12][CH2:13][CH2:14][C:15]([O:17][CH2:18][CH3:19])=[O:16]. (3) Given the product [Cl:27][C:28]1[CH:29]=[C:16]([C:15]2[N:3]=[C:4]([OH:14])[C:5]3[C:6]([CH:13]=2)=[CH:7][C:8]([O:11][CH3:12])=[CH:9][CH:10]=3)[CH:33]=[CH:34][C:35]=1[O:36][CH3:37], predict the reactants needed to synthesize it. The reactants are: C([N:3]([CH2:15][CH3:16])[C:4](=[O:14])[C:5]1[CH:10]=[CH:9][C:8]([O:11][CH3:12])=[CH:7][C:6]=1[CH3:13])C.C([Li])(C)(C)C.CCCCC.[Cl:27][C:28]1[CH:29]=C([CH:33]=[CH:34][C:35]=1[O:36][CH3:37])C#N. (4) Given the product [CH3:1][C:2]1[CH:3]=[CH:4][C:5]([C:8]2[CH:13]=[CH:12][C:11]([CH2:14][CH2:15][C:16]([O:18][CH2:19][CH3:20])=[O:17])=[CH:10][CH:9]=2)=[N:6][CH:7]=1, predict the reactants needed to synthesize it. The reactants are: [CH3:1][C:2]1[CH:3]=[CH:4][C:5]([C:8]2[CH:13]=[CH:12][C:11](/[CH:14]=[CH:15]/[C:16]([O:18][CH2:19][CH3:20])=[O:17])=[CH:10][CH:9]=2)=[N:6][CH:7]=1.[H][H]. (5) Given the product [CH3:32][C:27]1[CH:26]=[C:25]([C:23](=[O:24])[CH2:22][CH2:21][CH2:20][N:15]2[CH2:16][CH2:17][CH:12]([C:8]3[CH:7]=[C:6]([NH:5][C:3](=[O:4])[CH:2]([CH3:18])[CH3:1])[CH:11]=[CH:10][CH:9]=3)[CH2:13][CH2:14]2)[CH:30]=[CH:29][C:28]=1[CH3:31], predict the reactants needed to synthesize it. The reactants are: [CH3:1][CH:2]([CH3:18])[C:3]([NH:5][C:6]1[CH:11]=[CH:10][CH:9]=[C:8]([CH:12]2[CH2:17][CH2:16][NH:15][CH2:14][CH2:13]2)[CH:7]=1)=[O:4].Cl[CH2:20][CH2:21][CH2:22][C:23]([C:25]1[CH:30]=[CH:29][C:28]([CH3:31])=[C:27]([CH3:32])[CH:26]=1)=[O:24].C([O-])([O-])=O.[K+].[K+].[Na+].[I-]. (6) The reactants are: C(OC(=O)[NH:7][C@H:8]([C:18]1[C:23]([Br:24])=[CH:22][CH:21]=[C:20]([C:25]#[C:26][C:27]2([OH:31])[CH2:30][CH2:29][CH2:28]2)[N:19]=1)[CH2:9][C:10]1[CH:15]=[C:14]([F:16])[CH:13]=[C:12]([F:17])[CH:11]=1)(C)(C)C.C(O)(C(F)(F)F)=O. Given the product [NH2:7][C@H:8]([C:18]1[N:19]=[C:20]([C:25]#[C:26][C:27]2([OH:31])[CH2:30][CH2:29][CH2:28]2)[CH:21]=[CH:22][C:23]=1[Br:24])[CH2:9][C:10]1[CH:15]=[C:14]([F:16])[CH:13]=[C:12]([F:17])[CH:11]=1, predict the reactants needed to synthesize it. (7) Given the product [C:1]([O:5][C:6](=[O:13])[NH:7][C@H:8]1[CH2:11][C@H:10]([NH:12][C:15]2[C:20]([N+:21]([O-:23])=[O:22])=[CH:19][CH:18]=[CH:17][N:16]=2)[CH2:9]1)([CH3:4])([CH3:2])[CH3:3], predict the reactants needed to synthesize it. The reactants are: [C:1]([O:5][C:6](=[O:13])[NH:7][C@H:8]1[CH2:11][C@H:10]([NH2:12])[CH2:9]1)([CH3:4])([CH3:3])[CH3:2].Cl[C:15]1[C:20]([N+:21]([O-:23])=[O:22])=[CH:19][CH:18]=[CH:17][N:16]=1.C(=O)([O-])[O-].[K+].[K+]. (8) Given the product [N:15]1[CH2:14][CH:13]=[CH:12][CH:11]=[C:10]2[CH:16]=[CH:17][CH:7]=[CH:8][C:9]=12, predict the reactants needed to synthesize it. The reactants are: N1([C:7]2[CH:17]=[CH:16][C:10]3[CH:11]=[CH:12][CH:13]=[CH:14][NH:15][C:9]=3[CH:8]=2)CCOCC1.[OH-].[Na+]. (9) Given the product [ClH:37].[C:1]([C:3]1[CH:4]=[CH:5][C:6]([CH2:9][CH2:10][N:11]2[CH2:16][CH2:15][C:14]([CH2:18][N:19]([CH3:36])[C:20]3[CH:21]=[CH:22][C:23]([C:24]([NH:26][OH:27])=[O:25])=[CH:34][CH:35]=3)([OH:17])[CH2:13][CH2:12]2)=[CH:7][CH:8]=1)#[N:2], predict the reactants needed to synthesize it. The reactants are: [C:1]([C:3]1[CH:8]=[CH:7][C:6]([CH2:9][CH2:10][N:11]2[CH2:16][CH2:15][C:14]([CH2:18][N:19]([CH3:36])[C:20]3[CH:35]=[CH:34][C:23]([C:24]([NH:26][O:27]C4CCCCO4)=[O:25])=[CH:22][CH:21]=3)([OH:17])[CH2:13][CH2:12]2)=[CH:5][CH:4]=1)#[N:2].[ClH:37]. (10) Given the product [C:31]([O:35][C:36](=[O:37])[N:23]([CH3:24])[CH2:22][C:16]1([C:13]2[CH:14]=[CH:15][C:10]([O:9][CH2:8][CH2:7][CH2:6][N:1]3[CH2:5][CH2:4][CH2:3][CH2:2]3)=[CH:11][CH:12]=2)[CH2:17][CH2:18][O:19][CH2:20][CH2:21]1)([CH3:34])([CH3:33])[CH3:32], predict the reactants needed to synthesize it. The reactants are: [N:1]1([CH2:6][CH2:7][CH2:8][O:9][C:10]2[CH:15]=[CH:14][C:13]([C:16]3([CH2:22][NH2:23])[CH2:21][CH2:20][O:19][CH2:18][CH2:17]3)=[CH:12][CH:11]=2)[CH2:5][CH2:4][CH2:3][CH2:2]1.[CH2:24](N(CC)CC)C.[C:31]([O:35][C:36](O[C:36]([O:35][C:31]([CH3:34])([CH3:33])[CH3:32])=[O:37])=[O:37])([CH3:34])([CH3:33])[CH3:32].